From a dataset of Catalyst prediction with 721,799 reactions and 888 catalyst types from USPTO. Predict which catalyst facilitates the given reaction. (1) Reactant: [Br:1][C:2]1[CH:10]=[C:9]([C:11]([OH:13])=[O:12])[CH:8]=[CH:7][C:3]=1[C:4]([OH:6])=O.[NH:14]1[CH2:18][CH2:17][CH2:16][CH2:15]1.CN1CCOCC1. Product: [Br:1][C:2]1[CH:10]=[C:9]([CH:8]=[CH:7][C:3]=1[C:4]([N:14]1[CH2:18][CH2:17][CH2:16][CH2:15]1)=[O:6])[C:11]([OH:13])=[O:12]. The catalyst class is: 9. (2) Reactant: [C:1](OC(=O)C)(=[O:3])[CH3:2].[NH2:8][CH2:9][C:10]1([C:23]2[CH:28]=[CH:27][C:26]([Cl:29])=[CH:25][CH:24]=2)[CH2:15][CH2:14][N:13]([C:16]([O:18][C:19]([CH3:22])([CH3:21])[CH3:20])=[O:17])[CH2:12][CH2:11]1.CCN(C(C)C)C(C)C. Product: [Cl:29][C:26]1[CH:25]=[CH:24][C:23]([C:10]2([CH2:9][NH:8][C:1](=[O:3])[CH3:2])[CH2:11][CH2:12][N:13]([C:16]([O:18][C:19]([CH3:22])([CH3:21])[CH3:20])=[O:17])[CH2:14][CH2:15]2)=[CH:28][CH:27]=1. The catalyst class is: 2. (3) Reactant: Cl.[NH2:2][C@@H:3]([C:6]([CH3:9])([OH:8])[CH3:7])[CH2:4][OH:5].[Si:10](Cl)([C:13]([CH3:16])([CH3:15])[CH3:14])([CH3:12])[CH3:11]. Product: [NH4+:2].[OH-:5].[Si:10]([O:8][C:6]([CH3:9])([CH3:7])[C@H:3]([NH2:2])[CH2:4][O:5][Si:10]([C:13]([CH3:16])([CH3:15])[CH3:14])([CH3:12])[CH3:11])([C:13]([CH3:16])([CH3:15])[CH3:14])([CH3:12])[CH3:11]. The catalyst class is: 383.